Dataset: Catalyst prediction with 721,799 reactions and 888 catalyst types from USPTO. Task: Predict which catalyst facilitates the given reaction. (1) Reactant: CO[C:3](=[O:27])[C:4]1[CH:9]=[CH:8][C:7]([C:10]2[CH:11]=[N:12][C:13]([C:16]3([NH:19][C:20]([O:22][C:23]([CH3:26])([CH3:25])[CH3:24])=[O:21])[CH2:18][CH2:17]3)=[CH:14][CH:15]=2)=[CH:6][CH:5]=1.[CH3:28][CH2:29][Mg+].[Br-]. Product: [C:23]([O:22][C:20](=[O:21])[NH:19][C:16]1([C:13]2[CH:14]=[CH:15][C:10]([C:7]3[CH:8]=[CH:9][C:4]([C:3]4([OH:27])[CH2:29][CH2:28]4)=[CH:5][CH:6]=3)=[CH:11][N:12]=2)[CH2:17][CH2:18]1)([CH3:25])([CH3:26])[CH3:24]. The catalyst class is: 1. (2) Reactant: [F:1][C:2]([F:12])([F:11])[C:3]1[C:4](=O)[NH:5][C:6](=O)[NH:7][CH:8]=1.P(Cl)(Cl)([Cl:15])=O.P(=O)(O)(O)O.C(N(C(C)C)CC)(C)C.[ClH:32]. Product: [Cl:32][C:6]1[N:5]=[C:4]([Cl:15])[C:3]([C:2]([F:12])([F:11])[F:1])=[CH:8][N:7]=1. The catalyst class is: 27. (3) Product: [C:1]([C:5]1[C:12]2[S:11][C:10]([NH:13][C:25]([C:21]3[O:20][CH:24]=[CH:23][CH:22]=3)=[O:26])=[N:9][C:8]=2[NH:7][N:6]=1)([CH3:4])([CH3:2])[CH3:3]. Reactant: [C:1]([C:5]1[C:12]2[S:11][C:10]([NH2:13])=[N:9][C:8]=2[NH:7][N:6]=1)([CH3:4])([CH3:3])[CH3:2].N1C=CC=CC=1.[O:20]1[CH:24]=[CH:23][CH:22]=[C:21]1[C:25](Cl)=[O:26].C(O)C(N)(CO)CO. The catalyst class is: 251. (4) Reactant: [C:1]([CH:3]([CH:7]1[C:11]([Cl:12])=[C:10](Cl)C(=O)O1)[C:4]([NH2:6])=[O:5])#[N:2].Cl.[NH2:16][CH2:17][C:18]1[CH:23]=[C:22]([F:24])[CH:21]=[CH:20][C:19]=1[S:25]([N:28]([CH3:30])[CH3:29])(=[O:27])=[O:26].C(N(CC)CC)C. Product: [ClH:12].[Cl:12][C:11]1[CH:7]=[C:3]([C:4]([NH2:6])=[O:5])[C:1](=[NH:2])[N:16]([CH2:17][C:18]2[CH:23]=[C:22]([F:24])[CH:21]=[CH:20][C:19]=2[S:25](=[O:27])(=[O:26])[N:28]([CH3:29])[CH3:30])[CH:10]=1. The catalyst class is: 5.